This data is from CYP2C19 inhibition data for predicting drug metabolism from PubChem BioAssay. The task is: Regression/Classification. Given a drug SMILES string, predict its absorption, distribution, metabolism, or excretion properties. Task type varies by dataset: regression for continuous measurements (e.g., permeability, clearance, half-life) or binary classification for categorical outcomes (e.g., BBB penetration, CYP inhibition). Dataset: cyp2c19_veith. (1) The compound is CS(=O)(=O)N1N=C(c2ccc(Br)cc2)CC1c1ccc2c(c1)OCO2. The result is 1 (inhibitor). (2) The drug is CSc1ccc(NC(=O)[C@H]2CCCC[C@@H]2C(=O)O)cc1. The result is 0 (non-inhibitor). (3) The compound is Cc1ccc(C)c(-n2c(CNC(=O)c3ccco3)nnc2SCC(=O)N2CCc3ccccc32)c1. The result is 0 (non-inhibitor). (4) The drug is CC(=O)O.COc1cc(C)cc2c(-c3c(O)cc(O)c4c3C[C@H](C)N[C@@H]4C)cc(-c3cc(-c4c(O)cc(O)c5c4C[C@H](C)N[C@@H]5C)c4cc(C)cc(OC)c4c3O)c(O)c12. The result is 0 (non-inhibitor). (5) The drug is COc1ccc(C(=O)NCC(c2ccc(F)cc2)N2CCOCC2)cc1S(=O)(=O)N1CCCC1. The result is 1 (inhibitor). (6) The molecule is Cc1cnc(CNc2ccnc(-c3cccc(C#N)c3)n2)cn1. The result is 0 (non-inhibitor).